This data is from Forward reaction prediction with 1.9M reactions from USPTO patents (1976-2016). The task is: Predict the product of the given reaction. Given the reactants [C:1](=[O:21])(OC1C=CC([N+]([O-])=O)=CC=1)[O:2][CH2:3][CH:4]1[CH2:9][CH2:8][N:7]([CH3:10])[CH2:6][CH2:5]1.CCN(C(C)C)C(C)C.Cl.Cl.[CH3:33][C:34]1[CH:35]=[C:36]([N:40]2[CH2:45][CH2:44][NH:43][CH2:42][CH2:41]2)[CH:37]=[CH:38][CH:39]=1, predict the reaction product. The product is: [CH3:33][C:34]1[CH:35]=[C:36]([N:40]2[CH2:45][CH2:44][N:43]([C:1]([O:2][CH2:3][CH:4]3[CH2:5][CH2:6][N:7]([CH3:10])[CH2:8][CH2:9]3)=[O:21])[CH2:42][CH2:41]2)[CH:37]=[CH:38][CH:39]=1.